Dataset: Reaction yield outcomes from USPTO patents with 853,638 reactions. Task: Predict the reaction yield, written as a fraction of the theoretical maximum amount of product (1.0 means a 100% yield; for example, 0.34 means a 34% yield). The reactants are [F:1][C:2]([F:9])([F:8])[CH2:3][CH2:4][CH2:5][CH:6]=[O:7].[O:10]1CCOCC1.[Se](=O)=O.O. The catalyst is C(O)(=O)C. The product is [F:1][C:2]([F:9])([F:8])[CH2:3][CH2:4][C:5](=[O:10])[CH:6]=[O:7]. The yield is 1.00.